Dataset: Catalyst prediction with 721,799 reactions and 888 catalyst types from USPTO. Task: Predict which catalyst facilitates the given reaction. (1) Reactant: C(N(CC)CC)C.C(O[C@@H:12]1[C@H:18]2[C@H:19]3[C@H:28]([CH2:29][CH2:30][C@:15]2([CH2:16][CH3:17])[C:14](=[O:33])[CH2:13]1)[C@@H:27]1[C:22](=[CH:23][C:24](=[O:31])[CH2:25][CH2:26]1)[CH:21]([Cl:32])[CH2:20]3)(=O)C.O. Product: [Cl:32][CH:21]1[C:22]2[C@H:27]([CH2:26][CH2:25][C:24](=[O:31])[CH:23]=2)[C@@H:28]2[C@H:19]([C@H:18]3[C@@:15]([CH2:30][CH2:29]2)([CH2:16][CH3:17])[C:14](=[O:33])[CH:13]=[CH:12]3)[CH2:20]1. The catalyst class is: 8. (2) The catalyst class is: 1. Product: [CH2:2]([CH:3]([O:6][C:10]1[N:15]=[C:14]([CH3:16])[N:13]=[C:12]([C:17]([C:21]2[C:22]([CH3:29])=[CH:23][C:24]([CH3:28])=[CH:25][C:26]=2[CH3:27])([CH3:20])[C:18]#[N:19])[C:11]=1[CH3:30])[CH2:4][CH3:5])[CH3:1]. Reactant: [CH3:1][CH2:2][CH:3]([OH:6])[CH2:4][CH3:5].[H-].[Na+].Cl[C:10]1[N:15]=[C:14]([CH3:16])[N:13]=[C:12]([C:17]([C:21]2[C:26]([CH3:27])=[CH:25][C:24]([CH3:28])=[CH:23][C:22]=2[CH3:29])([CH3:20])[C:18]#[N:19])[C:11]=1[CH3:30]. (3) Reactant: C[Si]([N-][Si](C)(C)C)(C)C.[Na+].[C:11]([O:14][CH3:15])(=[O:13])[CH3:12].[CH:16]1(/[CH:19]=[N:20]/[S@@:21]([C:23]([CH3:26])([CH3:25])[CH3:24])=[O:22])[CH2:18][CH2:17]1.C1C[O:30][CH2:29][CH2:28]1. Product: [CH:16]1([C@@H:19]([NH:20][S@@:21]([C:23]([CH3:26])([CH3:25])[CH3:24])=[O:22])[CH2:28][C:29](=[O:30])[CH2:12][C:11]([O:14][CH3:15])=[O:13])[CH2:17][CH2:18]1. The catalyst class is: 25. (4) Reactant: [CH3:1][Si:2]([CH3:39])([CH3:38])[CH2:3][CH2:4][O:5][CH2:6][N:7]([CH2:30][O:31][CH2:32][CH2:33][Si:34]([CH3:37])([CH3:36])[CH3:35])[C:8]1[N:13]2[N:14]=[CH:15][C:16]([C:17]3[CH:18]=[N:19][C:20]4[C:25]([CH:26]=3)=[CH:24][C:23]([F:27])=[CH:22][CH:21]=4)=[C:12]2[N:11]=[C:10]([CH:28]=[O:29])[CH:9]=1.[CH2:40]1COCC1.C[Mg]Br.CCOCC. Product: [CH3:1][Si:2]([CH3:39])([CH3:38])[CH2:3][CH2:4][O:5][CH2:6][N:7]([CH2:30][O:31][CH2:32][CH2:33][Si:34]([CH3:37])([CH3:36])[CH3:35])[C:8]1[N:13]2[N:14]=[CH:15][C:16]([C:17]3[CH:18]=[N:19][C:20]4[C:25]([CH:26]=3)=[CH:24][C:23]([F:27])=[CH:22][CH:21]=4)=[C:12]2[N:11]=[C:10]([CH:28]([OH:29])[CH3:40])[CH:9]=1. The catalyst class is: 6. (5) Reactant: [Br:1][CH2:2][CH2:3][CH2:4][O:5][C:6]1[CH:35]=[CH:34][C:9]([CH2:10][NH:11][C:12]2[N:17]=[C:16]([O:18][CH2:19][C:20]([F:23])([F:22])[F:21])[N:15]=[C:14]([NH:24][C:25]3[CH:33]=[CH:32][C:28]([C:29]([OH:31])=O)=[CH:27][CH:26]=3)[N:13]=2)=[CH:8][CH:7]=1.F[B-](F)(F)F.N1(OC(N(C)C)=[N+](C)C)C2C=CC=CC=2N=N1.[CH2:58]1[C:62]2([CH2:66][CH2:65][NH:64][CH2:63]2)[CH2:61][CH2:60][N:59]1[C:67]([O:69][C:70]([CH3:73])([CH3:72])[CH3:71])=[O:68].CCN(C(C)C)C(C)C. Product: [Br:1][CH2:2][CH2:3][CH2:4][O:5][C:6]1[CH:7]=[CH:8][C:9]([CH2:10][NH:11][C:12]2[N:17]=[C:16]([O:18][CH2:19][C:20]([F:23])([F:21])[F:22])[N:15]=[C:14]([NH:24][C:25]3[CH:33]=[CH:32][C:28]([C:29]([N:64]4[CH2:65][CH2:66][C:62]5([CH2:58][N:59]([C:67]([O:69][C:70]([CH3:71])([CH3:72])[CH3:73])=[O:68])[CH2:60][CH2:61]5)[CH2:63]4)=[O:31])=[CH:27][CH:26]=3)[N:13]=2)=[CH:34][CH:35]=1. The catalyst class is: 3.